From a dataset of Full USPTO retrosynthesis dataset with 1.9M reactions from patents (1976-2016). Predict the reactants needed to synthesize the given product. (1) Given the product [Si:5]([O:4][C@H:3]([C:12]1[CH:21]=[CH:20][C:19]([OH:22])=[C:18]2[C:13]=1[CH:14]=[CH:15][C:16](=[O:23])[NH:17]2)[CH2:2][NH:1][CH2:58][CH2:57][C:30]1[CH:31]=[CH:32][CH:33]=[C:34]([CH2:35][N:36]2[CH2:37][CH2:38][C:39]3([O:44][CH2:43][CH2:42][N:41]([C:45]([C:47]4[N:48]=[C:49]([CH:52]([CH3:53])[CH3:54])[S:50][CH:51]=4)=[O:46])[CH2:40]3)[CH2:55][CH2:56]2)[C:29]=1[Cl:28])([C:8]([CH3:11])([CH3:10])[CH3:9])([CH3:7])[CH3:6], predict the reactants needed to synthesize it. The reactants are: [NH2:1][CH2:2][C@@H:3]([C:12]1[CH:21]=[CH:20][C:19]([OH:22])=[C:18]2[C:13]=1[CH:14]=[CH:15][C:16](=[O:23])[NH:17]2)[O:4][Si:5]([C:8]([CH3:11])([CH3:10])[CH3:9])([CH3:7])[CH3:6].C(O)(=O)C.[Cl:28][C:29]1[C:34]([CH2:35][N:36]2[CH2:56][CH2:55][C:39]3([O:44][CH2:43][CH2:42][N:41]([C:45]([C:47]4[N:48]=[C:49]([CH:52]([CH3:54])[CH3:53])[S:50][CH:51]=4)=[O:46])[CH2:40]3)[CH2:38][CH2:37]2)=[CH:33][CH:32]=[CH:31][C:30]=1[CH2:57][CH:58]=O.C([BH3-])#N.[Na+]. (2) Given the product [Br:18][C:12]1[C:3]([N:2]([CH3:17])[CH3:1])=[CH:4][C:5]2[C:6]([CH3:16])([CH3:15])[CH2:7][CH2:8][C:9]([CH3:13])([CH3:14])[C:10]=2[CH:11]=1, predict the reactants needed to synthesize it. The reactants are: [CH3:1][N:2]([CH3:17])[C:3]1[CH:12]=[CH:11][C:10]2[C:9]([CH3:14])([CH3:13])[CH2:8][CH2:7][C:6]([CH3:16])([CH3:15])[C:5]=2[CH:4]=1.[Br:18]Br. (3) Given the product [CH:55]1([C:58]2[N:5]=[C:6]([NH:9][C:10](=[O:30])[C@@H:11]([N:16]3[CH2:20][C:19]([O:21][C:22]4[CH:27]=[CH:26][CH:25]=[CH:24][C:23]=4[Cl:28])=[CH:18][C:17]3=[O:29])[CH2:12][CH:13]([CH3:14])[CH3:15])[S:60][N:59]=2)[CH2:57][CH2:56]1, predict the reactants needed to synthesize it. The reactants are: OC(C)(C)CN1C=C[C:6]([NH:9][C:10](=[O:30])[C@@H:11]([N:16]2[CH2:20][C:19]([O:21][C:22]3[CH:27]=[CH:26][CH:25]=[CH:24][C:23]=3[Cl:28])=[CH:18][C:17]2=[O:29])[CH2:12][CH:13]([CH3:15])[CH3:14])=[N:5]1.Cl.CN(C)CCCN=C=NCC.ON1C2C=CC=CC=2N=N1.[CH:55]1([C:58]2N=C(N)[S:60][N:59]=2)[CH2:57][CH2:56]1.